Task: Predict the reactants needed to synthesize the given product.. Dataset: Full USPTO retrosynthesis dataset with 1.9M reactions from patents (1976-2016) Given the product [Br:2][C:3]1[CH:8]=[CH:7][CH:6]=[C:5]2[C:4]=1[NH:9][CH:16]=[C:15]2[CH2:14][CH2:13][CH2:12][OH:11], predict the reactants needed to synthesize it. The reactants are: Cl.[Br:2][C:3]1[CH:8]=[CH:7][CH:6]=[CH:5][C:4]=1[NH:9]N.[O:11]1[CH:16]=[CH:15][CH2:14][CH2:13][CH2:12]1.